Task: Predict the reaction yield, written as a fraction of the theoretical maximum amount of product (1.0 means a 100% yield; for example, 0.34 means a 34% yield).. Dataset: Reaction yield outcomes from USPTO patents with 853,638 reactions (1) The product is [F:22][C:19]1[CH:18]=[CH:17][C:16]([C:10]2[C:9]3[C:13](=[CH:14][CH:15]=[C:7]([C:5]4[N:6]=[C:25]([CH2:26][N:27]5[CH2:31][CH2:30][CH2:29][C:28]5=[O:32])[NH:24][N:23]=4)[CH:8]=3)[NH:12][N:11]=2)=[CH:21][CH:20]=1. The catalyst is CO. The reactants are Cl.C(O[C:5]([C:7]1[CH:8]=[C:9]2[C:13](=[CH:14][CH:15]=1)[NH:12][N:11]=[C:10]2[C:16]1[CH:21]=[CH:20][C:19]([F:22])=[CH:18][CH:17]=1)=[NH:6])C.[NH2:23][NH:24][C:25](=O)[CH2:26][N:27]1[CH2:31][CH2:30][CH2:29][C:28]1=[O:32].C[O-].[Na+]. The yield is 0.340. (2) The reactants are [Cl:1][C:2]1[CH:7]=[C:6]([C:8]2[C:17]3[C:12](=[CH:13][C:14]([S:18]([O:21]C4C(F)=C(F)C(F)=C(F)C=4F)(=O)=[O:19])=[CH:15][CH:16]=3)[CH:11]=[CH:10][N:9]=2)[C:5]([O:33][CH3:34])=[CH:4][C:3]=1[C:35]1[CH:40]=[CH:39][CH:38]=[C:37]([F:41])[CH:36]=1.[S:42]1[CH:46]=[N:45][N:44]=[C:43]1[NH2:47].C(=O)([O-])[O-].[Cs+].[Cs+]. No catalyst specified. The product is [Cl:1][C:2]1[CH:7]=[C:6]([C:8]2[C:17]3[C:12](=[CH:13][C:14]([S:18]([NH:47][C:43]4[S:42][CH:46]=[N:45][N:44]=4)(=[O:21])=[O:19])=[CH:15][CH:16]=3)[CH:11]=[CH:10][N:9]=2)[C:5]([O:33][CH3:34])=[CH:4][C:3]=1[C:35]1[CH:40]=[CH:39][CH:38]=[C:37]([F:41])[CH:36]=1. The yield is 0.594. (3) The reactants are [Cl:1][C:2]1[C:10]2[C:5](=[CH:6][C:7]([S:11]([N:14]3[CH2:19][C:18](=[O:20])[N:17]([CH2:21][CH:22]4[CH2:27][CH2:26][N:25]([C:28]5[CH:33]=[CH:32][C:31](=[O:34])[N:30]([CH3:35])[N:29]=5)[CH2:24][CH2:23]4)[CH:16]([C:36]([OH:38])=O)[CH2:15]3)(=[O:13])=[O:12])=[CH:8][CH:9]=2)[NH:4][CH:3]=1.[NH:39]1[CH2:44][CH2:43][O:42][CH2:41][CH2:40]1.F[B-](F)(F)F.N1(OC(N(C)C)=[N+](C)C)C2C=CC=CC=2N=N1. The catalyst is CN(C)C=O. The product is [Cl:1][C:2]1[C:10]2[C:5](=[CH:6][C:7]([S:11]([N:14]3[CH2:19][C:18](=[O:20])[N:17]([CH2:21][CH:22]4[CH2:27][CH2:26][N:25]([C:28]5[CH:33]=[CH:32][C:31](=[O:34])[N:30]([CH3:35])[N:29]=5)[CH2:24][CH2:23]4)[CH:16]([C:36]([N:39]4[CH2:44][CH2:43][O:42][CH2:41][CH2:40]4)=[O:38])[CH2:15]3)(=[O:13])=[O:12])=[CH:8][CH:9]=2)[NH:4][CH:3]=1. The yield is 0.680. (4) The reactants are [OH:1][CH2:2][C@@H:3]([NH:14][C:15]([O:17][CH2:18][C:19]1[CH:24]=[CH:23][CH:22]=[CH:21][CH:20]=1)=[O:16])[CH2:4][N:5]1[CH2:13][CH2:12][CH2:11][C@H:6]1[C:7]([O:9][CH3:10])=[O:8].C(N(CC)CC)C.[CH3:32][S:33](Cl)(=[O:35])=[O:34]. The catalyst is ClCCl.CN(C)C1C=CN=CC=1. The product is [CH3:32][S:33]([O:1][CH2:2][C@@H:3]([NH:14][C:15]([O:17][CH2:18][C:19]1[CH:20]=[CH:21][CH:22]=[CH:23][CH:24]=1)=[O:16])[CH2:4][N:5]1[CH2:13][CH2:12][CH2:11][C@H:6]1[C:7]([O:9][CH3:10])=[O:8])(=[O:35])=[O:34]. The yield is 1.00. (5) The reactants are [CH:1]([C:3]1[CH:32]=[CH:31][C:6]([C:7]([NH:9][CH2:10][C:11](=[O:30])[N:12]2[CH2:17][CH2:16][N:15]([C:18](=[O:29])[C:19]3[CH:24]=[CH:23][CH:22]=[CH:21][C:20]=3[C:25]([F:28])([F:27])[F:26])[CH2:14][CH2:13]2)=[O:8])=[CH:5][CH:4]=1)=[O:2].S(=O)(=O)([OH:35])N.Cl([O-])=O.[Na+]. The catalyst is CC(C)=O.O.O. The product is [O:30]=[C:11]([N:12]1[CH2:13][CH2:14][N:15]([C:18](=[O:29])[C:19]2[CH:24]=[CH:23][CH:22]=[CH:21][C:20]=2[C:25]([F:28])([F:27])[F:26])[CH2:16][CH2:17]1)[CH2:10][NH:9][C:7](=[O:8])[C:6]1[CH:31]=[CH:32][C:3]([C:1]([OH:35])=[O:2])=[CH:4][CH:5]=1. The yield is 0.610. (6) The reactants are [C:1]([CH2:4][CH2:5][CH2:6][CH2:7][CH2:8][P+](C1C=CC=CC=1)(C1C=CC=CC=1)C1C=CC=CC=1)([OH:3])=[O:2].CC(C)([O-])C.[K+].[N:34]1[CH:39]=[CH:38][CH:37]=[CH:36][C:35]=1[CH:40]=O.[OH-].[Na+]. The catalyst is O1CCCC1. The product is [N:34]1[CH:39]=[CH:38][CH:37]=[CH:36][C:35]=1[CH:40]=[CH:8][CH2:7][CH2:6][CH2:5][CH2:4][C:1]([OH:3])=[O:2]. The yield is 0.520. (7) The reactants are [C:1]([O:5][C:6]([N:8]1[CH2:13][CH2:12][NH:11][C:10](=[O:14])[CH:9]1[CH2:15]C(O)=O)=[O:7])([CH3:4])([CH3:3])[CH3:2].[Cl:19][C:20]1[CH:21]=[C:22]([CH:27]=[CH:28][CH:29]=1)[C:23]([NH:25][OH:26])=[NH:24].C1C=CC2N(O)N=NC=2C=1.CCN=C=NCCCN(C)C. The catalyst is CN(C=O)C.C(OCC)(=O)C. The product is [C:1]([O:5][C:6]([N:8]1[CH2:13][CH2:12][NH:11][C:10](=[O:14])[CH:9]1[C:15]1[O:26][N:25]=[C:23]([C:22]2[CH:27]=[CH:28][CH:29]=[C:20]([Cl:19])[CH:21]=2)[N:24]=1)=[O:7])([CH3:2])([CH3:3])[CH3:4]. The yield is 0.520.